This data is from Forward reaction prediction with 1.9M reactions from USPTO patents (1976-2016). The task is: Predict the product of the given reaction. (1) Given the reactants Br[CH2:2][C:3]([C:5]1[CH:10]=[CH:9][CH:8]=[CH:7][C:6]=1[F:11])=[O:4].[S-:12][C:13]#[N:14].[K+].O, predict the reaction product. The product is: [F:11][C:6]1[CH:7]=[CH:8][CH:9]=[CH:10][C:5]=1[C:3](=[O:4])[CH2:2][S:12][C:13]#[N:14]. (2) Given the reactants [Br:1][C:2]1[CH:7]=[CH:6][C:5]([NH:8][C:9]2[N:20]=[CH:19][CH:18]=[CH:17][C:10]=2[C:11]([NH:13][CH2:14][C:15]#[CH:16])=[O:12])=[CH:4][CH:3]=1.[N:21]([CH2:24][C:25]1[CH:30]=[CH:29][CH:28]=[C:27]([O:31][C:32]2[CH:37]=[CH:36][CH:35]=[CH:34][CH:33]=2)[CH:26]=1)=[N+:22]=[N-:23].O.O=C1O[C@H]([C@H](CO)O)C([O-])=C1O.[Na+], predict the reaction product. The product is: [Br:1][C:2]1[CH:7]=[CH:6][C:5]([NH:8][C:9]2[N:20]=[CH:19][CH:18]=[CH:17][C:10]=2[C:11]([NH:13][CH2:14][C:15]2[N:23]=[N:22][N:21]([CH2:24][C:25]3[CH:30]=[CH:29][CH:28]=[C:27]([O:31][C:32]4[CH:37]=[CH:36][CH:35]=[CH:34][CH:33]=4)[CH:26]=3)[CH:16]=2)=[O:12])=[CH:4][CH:3]=1. (3) The product is: [C:2]([C:5]1[CH:10]=[CH:9][C:8]([C:11]([CH:13]([CH2:43][CH2:44][CH2:45][CH2:46][CH2:47][C:48]([CH:50]2[C:55]([CH3:57])([CH3:56])[CH:54]=[CH:53][N:52]([CH2:58][CH:59]([CH3:60])[CH3:61])[CH2:51]2)=[O:49])[C:14]([C:16]2[CH:21]=[CH:20][C:19]([O:22][CH3:23])=[CH:18][CH:17]=2)=[O:15])=[O:12])=[CH:7][CH:6]=1)([CH3:1])([CH3:3])[CH3:4]. Given the reactants [CH3:1][C:2]([C:5]1[CH:6]=[CH:7][C:8]([C:11]([CH2:13][C:14]([C:16]2[CH:17]=[CH:18][C:19]([O:22][CH3:23])=[CH:20][CH:21]=2)=[O:15])=[O:12])=[CH:9][CH:10]=1)([CH3:4])[CH3:3].CCCC[N+](CCCC)(CCCC)CCCC.[F-].Br[CH2:43][CH2:44][CH2:45][CH2:46][CH2:47][C:48]([CH:50]1[C:55]([CH3:57])([CH3:56])[CH:54]=[CH:53][N:52]([CH2:58][CH:59]([CH3:61])[CH3:60])[CH2:51]1)=[O:49], predict the reaction product. (4) Given the reactants C1CN([P+](ON2N=NC3C=CC=CC2=3)(N2CCCC2)N2CCCC2)CC1.F[P-](F)(F)(F)(F)F.C(N(CC)C(C)C)(C)C.[Cl:43][C:44]1[CH:45]=[CH:46][C:47]2[N:53]3[C:54]([CH:57]([CH3:59])[CH3:58])=[N:55][N:56]=[C:52]3[CH:51]([CH2:60][C:61](O)=[O:62])[O:50][CH:49]([C:64]3[CH:69]=[CH:68][CH:67]=[C:66]([O:70][CH3:71])[C:65]=3[O:72][CH3:73])[C:48]=2[CH:74]=1.[CH3:75][CH:76]1[CH2:81][CH2:80][NH:79][CH2:78][CH2:77]1, predict the reaction product. The product is: [Cl:43][C:44]1[CH:45]=[CH:46][C:47]2[N:53]3[C:54]([CH:57]([CH3:58])[CH3:59])=[N:55][N:56]=[C:52]3[CH:51]([CH2:60][C:61]([N:79]3[CH2:80][CH2:81][CH:76]([CH3:75])[CH2:77][CH2:78]3)=[O:62])[O:50][CH:49]([C:64]3[CH:69]=[CH:68][CH:67]=[C:66]([O:70][CH3:71])[C:65]=3[O:72][CH3:73])[C:48]=2[CH:74]=1.